From a dataset of Reaction yield outcomes from USPTO patents with 853,638 reactions. Predict the reaction yield, written as a fraction of the theoretical maximum amount of product (1.0 means a 100% yield; for example, 0.34 means a 34% yield). (1) The reactants are C([O:3][C:4]([C:6]1([NH:16][C:17](=[O:30])[C:18]2[CH:23]=[CH:22][CH:21]=[C:20]([CH3:24])[C:19]=2[C:25]2[CH2:29][CH2:28][CH2:27][CH:26]=2)[CH2:14][C:13]2[C:8](=[CH:9][CH:10]=[C:11]([F:15])[CH:12]=2)[CH2:7]1)=[O:5])C.[OH-].[K+].O. The catalyst is CCO. The product is [C:25]1([C:19]2[C:20]([CH3:24])=[CH:21][CH:22]=[CH:23][C:18]=2[C:17]([NH:16][C:6]2([C:4]([OH:5])=[O:3])[CH2:14][C:13]3[C:8](=[CH:9][CH:10]=[C:11]([F:15])[CH:12]=3)[CH2:7]2)=[O:30])[CH2:29][CH2:28][CH2:27][CH:26]=1. The yield is 1.00. (2) The reactants are [F:1][C:2]([F:12])([F:11])[CH2:3][CH2:4][S:5][CH2:6][CH2:7][C:8](O)=[O:9].S(Cl)([Cl:15])=O. The catalyst is ClCCl. The product is [F:1][C:2]([F:12])([F:11])[CH2:3][CH2:4][S:5][CH2:6][CH2:7][C:8]([Cl:15])=[O:9]. The yield is 0.860. (3) The catalyst is CN(C=O)C. The reactants are [OH:1][C:2]1[CH:11]=[CH:10][C:5]([C:6]([O:8][CH3:9])=[O:7])=[CH:4][C:3]=1I.[CH3:13][N:14](C(ON1N=NC2C=CC=CC1=2)=[N+](C)C)C.F[P-](F)(F)(F)(F)F.C1C=CC2N(O)N=NC=2C=1.Cl.CNOC.CCN(C(C)C)C(C)C. The product is [C:13]([C:3]1[CH:4]=[C:5]([CH:10]=[CH:11][C:2]=1[OH:1])[C:6]([O:8][CH3:9])=[O:7])#[N:14]. The yield is 0.780.